Dataset: Human Reference Interactome with 51,813 positive PPI pairs across 8,248 proteins, plus equal number of experimentally-validated negative pairs. Task: Binary Classification. Given two protein amino acid sequences, predict whether they physically interact or not. Protein 1 (ENSG00000075336) has sequence MICTFLRAVQYTEKLHRSSAKRLLLPYIVLNKACLKTEPSLRCGLQYQKKTLRPRCILGVTQKTIWTQGPSPRKAKEDGSKQVSVHRSQRGGTAVPTSQKVKEAGRDFTYLIVVLFGISITGGLFYTIFKELFSSSSPSKIYGRALEKCRSHPEVIGVFGESVKGYGEVTRRGRRQHVRFTEYVKDGLKHTCVKFYIEGSEPGKQGTVYAQVKENPGSGEYDFRYIFVEIESYPRRTIIIEDNRSQDD*MICTFLRAVQYTEKLHRSSAKRLLLPYIVLNKACLKTEPSLRCGLQYQKKT.... Protein 2 (ENSG00000101158) has sequence XEGMAGAVPGAIMDEDYYGSAAEWGDEADGGQQEDDSGEGEDDAEVQQECLHKFSTRDYIMEPSIFNTLKRYFQAGGSPENVIQLLSENYTAVAQTVNLLAEWLIQTGVEPVQVQETVENHLKSLLIKHFDPRKADSIFTEEGETPAWLEQMIAHTTWRDLFYKLAEAHPDCLMLNFTVKLISDAGYQGEITSVSTACQQLEVFSRVLRTSLATILDGGEENLEKNLPEFAKMVCHGEHTYLFAQAMMSVLAQEEQGGSAVRRIAQEVQRFAQEKGHDASQITLALGTAASYPRACQALG.... Result: 0 (the proteins do not interact).